This data is from Full USPTO retrosynthesis dataset with 1.9M reactions from patents (1976-2016). The task is: Predict the reactants needed to synthesize the given product. (1) Given the product [CH2:6]([O:5][C:3](=[O:4])[C:2]([NH:9][C:10]1[CH:15]=[CH:14][C:13]([Br:16])=[CH:12][C:11]=1[C:17](=[O:19])[CH3:18])=[O:8])[CH3:7], predict the reactants needed to synthesize it. The reactants are: Cl[C:2](=[O:8])[C:3]([O:5][CH2:6][CH3:7])=[O:4].[NH2:9][C:10]1[CH:15]=[CH:14][C:13]([Br:16])=[CH:12][C:11]=1[C:17](=[O:19])[CH3:18].N1C=CC=CC=1.O. (2) Given the product [Cl:19][C:20]1[CH:25]=[C:24]([O:26][C:2]2[CH:7]=[CH:6][N:5]=[C:4]3[CH:8]=[C:9]([C:11]([N:13]4[CH2:17][CH2:16][C@@H:15]([OH:18])[CH2:14]4)=[O:12])[S:10][C:3]=23)[CH:23]=[CH:22][C:21]=1[CH2:27][C:28]([NH:30][CH3:31])=[O:29], predict the reactants needed to synthesize it. The reactants are: Cl[C:2]1[CH:7]=[CH:6][N:5]=[C:4]2[CH:8]=[C:9]([C:11]([N:13]3[CH2:17][CH2:16][CH:15]([OH:18])[CH2:14]3)=[O:12])[S:10][C:3]=12.[Cl:19][C:20]1[CH:25]=[C:24]([OH:26])[CH:23]=[CH:22][C:21]=1[CH2:27][C:28]([NH:30][CH3:31])=[O:29]. (3) Given the product [NH2:10][C:2]1[N:7]=[C:6]([NH2:14])[CH:5]=[C:4]([F:9])[N:3]=1, predict the reactants needed to synthesize it. The reactants are: F[C:2]1[N:7]=[C:6](F)[CH:5]=[C:4]([F:9])[N:3]=1.[NH4+:10].[OH-].C(#[N:14])C. (4) Given the product [Si:1]([O:8][C@@H:9]([CH2:36][O:37][Si:38]([C:41]([CH3:44])([CH3:43])[CH3:42])([CH3:39])[CH3:40])[CH2:10][CH2:11][CH:12]1[C@H:24]2[CH2:23][C:22]3[C:17]([CH2:16][C@H:15]2[CH2:14][C:13]1=[O:35])=[C:18]([O:33][CH3:34])[CH:19]=[CH:20][CH:21]=3)([C:4]([CH3:5])([CH3:6])[CH3:7])([CH3:3])[CH3:2], predict the reactants needed to synthesize it. The reactants are: [Si:1]([O:8][C@@H:9]([CH2:36][O:37][Si:38]([C:41]([CH3:44])([CH3:43])[CH3:42])([CH3:40])[CH3:39])[CH2:10][CH2:11][C:12]1[C:13](=[O:35])[CH2:14][C@H:15]2[C:24]=1[C@H:23](O[Si](C(C)(C)C)(C)C)[C:22]1[C:17](=[C:18]([O:33][CH3:34])[CH:19]=[CH:20][CH:21]=1)[CH2:16]2)([C:4]([CH3:7])([CH3:6])[CH3:5])([CH3:3])[CH3:2].C(=O)([O-])[O-].[K+].[K+].[H][H].C(OCC)(=O)C.CCCCCCC. (5) Given the product [CH2:11]([N:18]1[CH2:23][CH2:22][N:21]([C:24]([O:26][C:27]([CH3:28])([CH3:29])[CH3:30])=[O:25])[CH2:20][CH:19]1[CH:31]=[O:32])[C:12]1[CH:17]=[CH:16][CH:15]=[CH:14][CH:13]=1, predict the reactants needed to synthesize it. The reactants are: CS(C)=O.C(Cl)(=O)C(Cl)=O.[CH2:11]([N:18]1[CH2:23][CH2:22][N:21]([C:24]([O:26][C:27]([CH3:30])([CH3:29])[CH3:28])=[O:25])[CH2:20][CH:19]1[CH2:31][OH:32])[C:12]1[CH:17]=[CH:16][CH:15]=[CH:14][CH:13]=1.C(N(CC)CC)C. (6) Given the product [O:46]=[C:44]1[C:43]2[C:42](=[CH:50][CH:49]=[CH:48][CH:47]=2)[C:41](=[O:51])[N:45]1[CH:2]([C:12]1[C:21]2[C:16](=[CH:17][CH:18]=[CH:19][CH:20]=2)[CH:15]=[CH:14][CH:13]=1)[CH2:3][NH:4][C:5](=[O:11])[O:6][C:7]([CH3:10])([CH3:9])[CH3:8], predict the reactants needed to synthesize it. The reactants are: O[CH:2]([C:12]1[C:21]2[C:16](=[CH:17][CH:18]=[CH:19][CH:20]=2)[CH:15]=[CH:14][CH:13]=1)[CH2:3][NH:4][C:5](=[O:11])[O:6][C:7]([CH3:10])([CH3:9])[CH3:8].C1(P(C2C=CC=CC=2)C2C=CC=CC=2)C=CC=CC=1.[C:41]1(=[O:51])[NH:45][C:44](=[O:46])[C:43]2=[CH:47][CH:48]=[CH:49][CH:50]=[C:42]12.N(C(OCC)=O)=NC(OCC)=O. (7) Given the product [F:36][C:35]([F:38])([F:37])[S:32]([O:6][CH2:5][C@H:4]([N:1]=[N+:2]=[N-:3])[CH2:7][O:8][CH2:9][CH2:10][CH2:11][CH2:12][CH2:13][CH2:14][CH2:15][CH2:16][CH2:17][CH2:18][CH2:19][CH2:20][CH2:21][CH2:22][CH2:23][CH3:24])(=[O:33])=[O:31], predict the reactants needed to synthesize it. The reactants are: [N:1]([C@H:4]([CH2:7][O:8][CH2:9][CH2:10][CH2:11][CH2:12][CH2:13][CH2:14][CH2:15][CH2:16][CH2:17][CH2:18][CH2:19][CH2:20][CH2:21][CH2:22][CH2:23][CH3:24])[CH2:5][OH:6])=[N+:2]=[N-:3].N1C=CC=CC=1.[O:31](S(C(F)(F)F)(=O)=O)[S:32]([C:35]([F:38])([F:37])[F:36])(=O)=[O:33]. (8) Given the product [CH3:33][C@@H:30]1[O:29][C:28]([C:25]2[NH:24][C:23]([C:21]3[CH:22]=[C:6]([CH:7]=[C:8]([O:9][C:10]4[CH:15]=[N:14][C:13]([S:16]([CH3:19])(=[O:18])=[O:17])=[CH:12][N:11]=4)[CH:20]=3)[O:5][C@@H:4]([CH3:34])[CH2:3][OH:2])=[CH:27][CH:26]=2)=[N:32][CH2:31]1, predict the reactants needed to synthesize it. The reactants are: C[O:2][CH2:3][C@H:4]([CH3:34])[O:5][C:6]1[CH:7]=[C:8]([CH:20]=[C:21]([C:23]2[NH:24][C:25]([C:28]3[O:29][C@@H:30]([CH3:33])[CH2:31][N:32]=3)=[CH:26][CH:27]=2)[CH:22]=1)[O:9][C:10]1[CH:15]=[N:14][C:13]([S:16]([CH3:19])(=[O:18])=[O:17])=[CH:12][N:11]=1.B(Br)(Br)Br.C(=O)([O-])O.[Na+]. (9) Given the product [OH:30][C:5]1[CH:6]=[C:7]([CH:10]2[C:14]3[C:15]([CH3:29])=[C:16]([NH:21][C:22](=[O:28])[CH2:23][C:24]([CH3:27])([CH3:26])[CH3:25])[C:17]([CH3:20])=[C:18]([CH3:19])[C:13]=3[O:12][CH2:11]2)[CH:8]=[CH:9][C:4]=1[CH:1]([CH3:3])[CH3:2], predict the reactants needed to synthesize it. The reactants are: [CH:1]([C:4]1[CH:9]=[CH:8][C:7]([CH:10]2[C:14]3[C:15]([CH3:29])=[C:16]([NH:21][C:22](=[O:28])[CH2:23][C:24]([CH3:27])([CH3:26])[CH3:25])[C:17]([CH3:20])=[C:18]([CH3:19])[C:13]=3[O:12][CH2:11]2)=[CH:6][C:5]=1[O:30]C)([CH3:3])[CH3:2].B(Br)(Br)Br.O. (10) The reactants are: C[O:2][CH:3]([C:6]1[C:14]2[C:9](=[CH:10][C:11]([C:15]3[CH:20]=[CH:19][C:18]([O:21][CH2:22][O:23][CH2:24][CH2:25][Si:26]([CH3:29])([CH3:28])[CH3:27])=[CH:17][C:16]=3[O:30][CH3:31])=[CH:12][CH:13]=2)[N:8]([CH2:32][O:33][CH2:34][CH2:35][Si:36]([CH3:39])([CH3:38])[CH3:37])[N:7]=1)OC. Given the product [CH3:31][O:30][C:16]1[CH:17]=[C:18]([O:21][CH2:22][O:23][CH2:24][CH2:25][Si:26]([CH3:29])([CH3:28])[CH3:27])[CH:19]=[CH:20][C:15]=1[C:11]1[CH:10]=[C:9]2[C:14]([C:6]([CH:3]=[O:2])=[N:7][N:8]2[CH2:32][O:33][CH2:34][CH2:35][Si:36]([CH3:39])([CH3:38])[CH3:37])=[CH:13][CH:12]=1, predict the reactants needed to synthesize it.